This data is from Retrosynthesis with 50K atom-mapped reactions and 10 reaction types from USPTO. The task is: Predict the reactants needed to synthesize the given product. (1) Given the product Clc1ccc(CC2CC3CCC2CN3)cc1Cl, predict the reactants needed to synthesize it. The reactants are: CC(C)(C)OC(=O)N1CC2CCC1CC2Cc1ccc(Cl)c(Cl)c1. (2) Given the product COc1cccc2c1nc(C(F)F)n2-c1nc(Cl)nc(N2CCOCC2)n1, predict the reactants needed to synthesize it. The reactants are: COc1cccc2[nH]c(C(F)F)nc12.Clc1nc(Cl)nc(N2CCOCC2)n1. (3) Given the product COc1ccc(-c2cn[nH]c2)cc1, predict the reactants needed to synthesize it. The reactants are: COc1ccc(C(C=O)C=O)cc1.NN.